Dataset: Reaction yield outcomes from USPTO patents with 853,638 reactions. Task: Predict the reaction yield, written as a fraction of the theoretical maximum amount of product (1.0 means a 100% yield; for example, 0.34 means a 34% yield). The reactants are N1C=CC=CC=1.[Br:7][C:8]1[CH:13]=[CH:12][C:11]([CH2:14][NH:15][CH3:16])=[CH:10][C:9]=1[Cl:17].[CH3:18][S:19](Cl)(=[O:21])=[O:20]. The catalyst is C(Cl)Cl. The product is [Br:7][C:8]1[CH:13]=[CH:12][C:11]([CH2:14][N:15]([CH3:16])[S:19]([CH3:18])(=[O:21])=[O:20])=[CH:10][C:9]=1[Cl:17]. The yield is 0.675.